From a dataset of Full USPTO retrosynthesis dataset with 1.9M reactions from patents (1976-2016). Predict the reactants needed to synthesize the given product. (1) Given the product [OH:1][CH2:2][CH2:3][N:4]1[CH2:5][CH2:6][N:7]([C:10]2[CH:11]=[CH:12][C:13]([NH:16][C:17]3[N:18]=[CH:19][C:20]([CH2:23][CH2:24][C:25]4[CH:26]=[C:27]([CH:32]=[C:33]([O:35][CH3:36])[CH:34]=4)[C:28]([O:30][CH3:31])=[O:29])=[CH:21][N:22]=3)=[CH:14][CH:15]=2)[CH2:8][CH2:9]1, predict the reactants needed to synthesize it. The reactants are: [OH:1][CH2:2][CH2:3][N:4]1[CH2:9][CH2:8][N:7]([C:10]2[CH:15]=[CH:14][C:13]([NH:16][C:17]3[N:22]=[CH:21][C:20](/[CH:23]=[CH:24]/[C:25]4[CH:26]=[C:27]([CH:32]=[C:33]([O:35][CH3:36])[CH:34]=4)[C:28]([O:30][CH3:31])=[O:29])=[CH:19][N:18]=3)=[CH:12][CH:11]=2)[CH2:6][CH2:5]1. (2) Given the product [Br:74][C:41]1[CH:42]=[CH:43][C:38]([N:17]([C:4]2[CH:5]=[CH:6][C:7]([C:8](=[O:16])[C:9]3[CH:14]=[CH:13][CH:12]=[CH:11][C:10]=3[CH3:15])=[C:2]([Cl:1])[CH:3]=2)[C:18]([O:20][CH:21]([O:23][C:24](=[O:37])[CH2:25][O:26][CH2:27][CH2:28][O:29][CH2:30][CH2:31][O:32][CH2:33][CH2:34][O:35][CH3:36])[CH3:22])=[O:19])=[C:39]([CH3:45])[CH:40]=1, predict the reactants needed to synthesize it. The reactants are: [Cl:1][C:2]1[CH:3]=[C:4]([N:17]([C:38]2[CH:43]=[CH:42][C:41](F)=[CH:40][C:39]=2[CH3:45])[C:18]([O:20][CH:21]([O:23][C:24](=[O:37])[CH2:25][O:26][CH2:27][CH2:28][O:29][CH2:30][CH2:31][O:32][CH2:33][CH2:34][O:35][CH3:36])[CH3:22])=[O:19])[CH:5]=[CH:6][C:7]=1[C:8](=[O:16])[C:9]1[CH:14]=[CH:13][CH:12]=[CH:11][C:10]=1[CH3:15].ClC(OC(=O)N(C1C=CC([Br:74])=CC=1C)C1C=CC(C(=O)C2C=CC=CC=2C)=C(Cl)C=1)C.COCCOCCOCCOCC(O)=O. (3) Given the product [NH:4]1[C:12]2[C:7](=[CH:8][C:9]([C:13]3[NH:14][C:15]4[N:16]([N:20]=[C:21]([NH:29][C:30](=[O:32])[CH3:31])[C:22]=4[C:23]4[CH:28]=[CH:27][CH:26]=[CH:25][N:24]=4)[C:17](=[O:19])[CH:18]=3)=[CH:10][CH:11]=2)[CH:6]=[N:5]1, predict the reactants needed to synthesize it. The reactants are: C([N:4]1[C:12]2[C:7](=[CH:8][C:9]([C:13]3[NH:14][C:15]4[N:16]([N:20]=[C:21]([NH:29][C:30](=[O:32])[CH3:31])[C:22]=4[C:23]4[CH:28]=[CH:27][CH:26]=[CH:25][N:24]=4)[C:17](=[O:19])[CH:18]=3)=[CH:10][CH:11]=2)[CH:6]=[N:5]1)(=O)C.C(=O)([O-])[O-].[K+].[K+]. (4) Given the product [CH2:9]([NH:8][C:6]1[C:5]([C:11]([NH:13][CH2:14][C:15]2[CH:20]=[CH:19][CH:18]=[C:17]([F:21])[CH:16]=2)=[O:12])=[C:4]([CH3:22])[CH:3]=[C:2]([N:23]2[CH2:28][CH2:27][O:26][CH2:25][CH2:24]2)[N:7]=1)[CH3:10], predict the reactants needed to synthesize it. The reactants are: Cl[C:2]1[N:7]=[C:6]([NH:8][CH2:9][CH3:10])[C:5]([C:11]([NH:13][CH2:14][C:15]2[CH:20]=[CH:19][CH:18]=[C:17]([F:21])[CH:16]=2)=[O:12])=[C:4]([CH3:22])[CH:3]=1.[NH:23]1[CH2:28][CH2:27][O:26][CH2:25][CH2:24]1.